This data is from Forward reaction prediction with 1.9M reactions from USPTO patents (1976-2016). The task is: Predict the product of the given reaction. (1) Given the reactants [F:1][C:2]([F:11])([F:10])[C:3]1[CH:4]=[CH:5][C:6](=O)[NH:7][N:8]=1.S(Cl)([Cl:14])=O, predict the reaction product. The product is: [Cl:14][C:6]1[N:7]=[N:8][C:3]([C:2]([F:11])([F:10])[F:1])=[CH:4][CH:5]=1. (2) The product is: [F:1][C:2]1[CH:3]=[CH:4][C:5]([NH:8][NH:9][C:14]([C@H:13]2[CH2:17][CH2:18][CH2:19][N:12]2[CH3:11])=[O:15])=[N:6][CH:7]=1. Given the reactants [F:1][C:2]1[CH:3]=[CH:4][C:5]([NH:8][NH2:9])=[N:6][CH:7]=1.Cl.[CH3:11][N:12]1[CH2:19][CH2:18][CH2:17][C@@H:13]1[C:14](O)=[O:15].C1C=CC2N(O)N=NC=2C=1.O.C(Cl)CCl, predict the reaction product. (3) Given the reactants [C:1]([C:3]1[CH:8]=[CH:7][C:6]([C:9]2[CH:10]=[N:11][N:12]([C:15]3[CH:23]=[CH:22][C:18]([C:19]([OH:21])=O)=[CH:17][N:16]=3)[C:13]=2[OH:14])=[C:5]([CH3:24])[C:4]=1[F:25])#[N:2].[NH:26]1[CH2:29][CH:28]([N:30]2[CH2:35][CH2:34][CH2:33][CH2:32][CH2:31]2)[CH2:27]1, predict the reaction product. The product is: [F:25][C:4]1[C:5]([CH3:24])=[C:6]([C:9]2[CH:10]=[N:11][N:12]([C:15]3[CH:23]=[CH:22][C:18]([C:19]([N:26]4[CH2:29][CH:28]([N:30]5[CH2:35][CH2:34][CH2:33][CH2:32][CH2:31]5)[CH2:27]4)=[O:21])=[CH:17][N:16]=3)[C:13]=2[OH:14])[CH:7]=[CH:8][C:3]=1[C:1]#[N:2]. (4) Given the reactants [S:1]1[CH:5]=[CH:4][CH:3]=[C:2]1[C:6]1[CH:11]=[CH:10][CH:9]=[CH:8][C:7]=1[CH2:12][C:13]([OH:15])=O.C(Cl)(=O)C(Cl)=O.CN(C=O)C.[Cl-].[Cl-].[Cl-].[Al+3], predict the reaction product. The product is: [S:1]1[CH:5]=[CH:4][C:3]2[C:13]([OH:15])=[CH:12][C:7]3[C:6]([C:2]1=2)=[CH:11][CH:10]=[CH:9][CH:8]=3. (5) Given the reactants C([N:4]1[CH2:11][CH2:10][CH:9]([C:12]2[CH:17]=[CH:16][CH:15]=[CH:14][CH:13]=2)[C@H:5]1[C:6]([OH:8])=[O:7])(=O)C.Cl.[C:27](O[C:27]([O:29][C:30]([CH3:33])([CH3:32])[CH3:31])=[O:28])([O:29][C:30]([CH3:33])([CH3:32])[CH3:31])=[O:28], predict the reaction product. The product is: [C:30]([O:29][C:27]([N:4]1[CH2:11][CH2:10][CH:9]([C:12]2[CH:17]=[CH:16][CH:15]=[CH:14][CH:13]=2)[C@H:5]1[C:6]([OH:8])=[O:7])=[O:28])([CH3:31])([CH3:32])[CH3:33].